Dataset: Reaction yield outcomes from USPTO patents with 853,638 reactions. Task: Predict the reaction yield, written as a fraction of the theoretical maximum amount of product (1.0 means a 100% yield; for example, 0.34 means a 34% yield). The reactants are [Cl:1][C:2]1[CH:7]=[C:6]([CH3:8])[CH:5]=[C:4](Cl)[N:3]=1.[OH-].[NH4+:11]. The catalyst is C(Cl)Cl. The product is [Cl:1][C:2]1[N:3]=[C:4]([NH2:11])[CH:5]=[C:6]([CH3:8])[CH:7]=1. The yield is 0.510.